Dataset: Forward reaction prediction with 1.9M reactions from USPTO patents (1976-2016). Task: Predict the product of the given reaction. Given the reactants [Cl:1][C:2]1[CH:7]=[CH:6][C:5]([N:8]([C@H:12]2[C:21]3[C:16](=[CH:17][CH:18]=[CH:19][CH:20]=3)[N:15]([C:22](=[O:30])[C:23]3[CH:28]=[CH:27][C:26]([OH:29])=[CH:25][CH:24]=3)[C@@H:14]([CH3:31])[CH2:13]2)[C:9](=[O:11])[CH3:10])=[CH:4][CH:3]=1.C([O-])([O-])=O.[K+].[K+].[CH2:38]([O:40][C:41]([C:43]1[N:44]([CH2:48][CH2:49][CH2:50]Br)[CH:45]=[CH:46][N:47]=1)=[O:42])[CH3:39].N1C=CN=C1.[H-].[Na+], predict the reaction product. The product is: [CH2:38]([O:40][C:41]([C:43]1[N:44]([CH2:48][CH2:49][CH2:50][O:29][C:26]2[CH:25]=[CH:24][C:23]([C:22]([N:15]3[C:16]4[C:21](=[CH:20][CH:19]=[CH:18][CH:17]=4)[C@H:12]([N:8]([C:9](=[O:11])[CH3:10])[C:5]4[CH:4]=[CH:3][C:2]([Cl:1])=[CH:7][CH:6]=4)[CH2:13][C@@H:14]3[CH3:31])=[O:30])=[CH:28][CH:27]=2)[CH:45]=[CH:46][N:47]=1)=[O:42])[CH3:39].